This data is from Reaction yield outcomes from USPTO patents with 853,638 reactions. The task is: Predict the reaction yield, written as a fraction of the theoretical maximum amount of product (1.0 means a 100% yield; for example, 0.34 means a 34% yield). (1) The reactants are Cl.[Cl:2][C:3]1[CH:8]=[CH:7][C:6](/[C:9](/[NH2:16])=[CH:10]/[C:11]2[S:12][CH:13]=[CH:14][N:15]=2)=[CH:5][CH:4]=1.CC1C(Br)=C(O)C(Br)=CC=1C1(C2C=C(Br)C(O)=C(Br)C=2C)OS(=O)(=O)C2C=CC=CC1=2.C([BH3-])#N.[Na+]. The catalyst is CO. The product is [Cl:2][C:3]1[CH:8]=[CH:7][C:6]([CH:9]([NH2:16])[CH2:10][C:11]2[S:12][CH:13]=[CH:14][N:15]=2)=[CH:5][CH:4]=1. The yield is 0.900. (2) The reactants are [C:1]([C:5]1[N:10]=[C:9]([N:11]2[CH2:16][CH2:15][N:14]([CH2:17][CH2:18][CH2:19][CH2:20][NH2:21])[CH2:13][CH2:12]2)[CH:8]=[C:7]([C:22]([F:25])([F:24])[F:23])[N:6]=1)([CH3:4])([CH3:3])[CH3:2].C1N=CN([C:31]([N:33]2[CH:37]=N[CH:35]=[CH:34]2)=[O:32])C=1.Cl.N1CC([C:43]2[CH:48]=[CH:47][N:46]=[CH:45][CH:44]=2)C1. The catalyst is C(Cl)(Cl)Cl.CO. The product is [C:1]([C:5]1[N:10]=[C:9]([N:11]2[CH2:16][CH2:15][N:14]([CH2:17][CH2:18][CH2:19][CH2:20][NH:21][C:31]([N:33]3[CH2:34][CH:35]([C:43]4[CH:48]=[CH:47][N:46]=[CH:45][CH:44]=4)[CH2:37]3)=[O:32])[CH2:13][CH2:12]2)[CH:8]=[C:7]([C:22]([F:24])([F:25])[F:23])[N:6]=1)([CH3:4])([CH3:2])[CH3:3]. The yield is 0.300.